This data is from Full USPTO retrosynthesis dataset with 1.9M reactions from patents (1976-2016). The task is: Predict the reactants needed to synthesize the given product. (1) Given the product [ClH:31].[CH3:18][O:17][C:14]1[CH:15]=[CH:16][C:3]([O:2][CH3:1])=[C:4]2[C:13]=1[C:8]1[CH2:19][C:20]3[CH:29]=[CH:28][C:25]([O:26][CH3:27])=[C:22]([O:23][CH3:24])[C:21]=3[C:7]=1[N:6]=[CH:5]2, predict the reactants needed to synthesize it. The reactants are: [CH3:1][O:2][C:3]1[CH:16]=[CH:15][C:14]([O:17][CH3:18])=[CH:13][C:4]=1[CH2:5][NH:6][CH2:7][CH:8](OC)OC.[CH:19](=O)[C:20]1[CH:29]=[CH:28][C:25]([O:26][CH3:27])=[C:22]([O:23][CH3:24])[CH:21]=1.[ClH:31]. (2) Given the product [CH:18]1([CH2:17][N:13]2[CH:14]=[C:10]([C:9]#[C:8][C:6]3[CH:5]=[CH:4][N:3]=[C:2]([CH3:1])[CH:7]=3)[N:11]=[C:12]2[CH3:15])[CH2:20][CH2:19]1, predict the reactants needed to synthesize it. The reactants are: [CH3:1][C:2]1[CH:7]=[C:6]([C:8]#[C:9][C:10]2[N:11]=[C:12]([CH3:15])[NH:13][CH:14]=2)[CH:5]=[CH:4][N:3]=1.Br[CH2:17][CH:18]1[CH2:20][CH2:19]1.